From a dataset of Reaction yield outcomes from USPTO patents with 853,638 reactions. Predict the reaction yield, written as a fraction of the theoretical maximum amount of product (1.0 means a 100% yield; for example, 0.34 means a 34% yield). (1) The reactants are [CH3:1][N:2]([CH3:15])[C:3](=[O:14])[CH2:4][CH2:5][CH2:6][C:7]1[CH:12]=[CH:11][C:10]([NH2:13])=[CH:9][CH:8]=1.[C:16]1(=O)[CH2:19][CH2:18][CH2:17]1.[Si]([C:25]#[N:26])(C)(C)C. The catalyst is C(OCC)(=O)C. The product is [CH3:15][N:2]([CH3:1])[C:3](=[O:14])[CH2:4][CH2:5][CH2:6][C:7]1[CH:8]=[CH:9][C:10]([NH:13][C:16]2([C:25]#[N:26])[CH2:19][CH2:18][CH2:17]2)=[CH:11][CH:12]=1. The yield is 0.570. (2) The reactants are C[Si]([N-][Si](C)(C)C)(C)C.[Li+].[CH2:11]([CH:18]1[C:26]2[C:21](=[CH:22][CH:23]=[C:24]([O:27][CH3:28])[CH:25]=2)[C:20](=[O:29])[N:19]1[C:30]([O:32][C:33]([CH3:36])([CH3:35])[CH3:34])=[O:31])[C:12]1[CH:17]=[CH:16][CH:15]=[CH:14][CH:13]=1.I[CH3:38]. The catalyst is C1COCC1. The product is [CH2:11]([C:18]1([CH3:38])[C:26]2[C:21](=[CH:22][CH:23]=[C:24]([O:27][CH3:28])[CH:25]=2)[C:20](=[O:29])[N:19]1[C:30]([O:32][C:33]([CH3:36])([CH3:35])[CH3:34])=[O:31])[C:12]1[CH:13]=[CH:14][CH:15]=[CH:16][CH:17]=1. The yield is 0.810. (3) The reactants are Cl.[NH2:2][C:3]1[CH:11]=[C:10]([O:12][CH2:13][CH2:14][CH2:15][N:16]2[CH2:20][CH2:19][CH2:18][CH2:17]2)[C:9]([O:21][CH3:22])=[CH:8][C:4]=1[C:5]([NH2:7])=[O:6].[CH3:23]N(C=NC=[N+](C)C)C.[Cl-].C(O)(=O)C.C([O-])(=O)C.[Na+]. The catalyst is O1CCOCC1. The product is [OH:6][C:5]1[C:4]2[C:3](=[CH:11][C:10]([O:12][CH2:13][CH2:14][CH2:15][N:16]3[CH2:20][CH2:19][CH2:18][CH2:17]3)=[C:9]([O:21][CH3:22])[CH:8]=2)[N:2]=[CH:23][N:7]=1. The yield is 0.830. (4) The reactants are [H-].[Na+].CN(C)[CH:5]=[CH:6][C:7]([C:9]1[NH:13][C:12]([CH3:14])=[N:11][CH:10]=1)=O.[Cl:16][C:17]1[CH:18]=[C:19]([NH:23][C:24]([NH2:26])=[NH:25])[CH:20]=[CH:21][CH:22]=1. The catalyst is C(O)CCC. The product is [Cl:16][C:17]1[CH:18]=[C:19]([CH:20]=[CH:21][CH:22]=1)[NH:23][C:24]1[N:26]=[C:7]([C:9]2[NH:13][C:12]([CH3:14])=[N:11][CH:10]=2)[CH:6]=[CH:5][N:25]=1. The yield is 0.210.